Dataset: Full USPTO retrosynthesis dataset with 1.9M reactions from patents (1976-2016). Task: Predict the reactants needed to synthesize the given product. (1) Given the product [Si:28]([O:35][C:36]1[CH:37]=[CH:38][C:39]([CH2:42][C:43]([NH:21][C:18]2[C:17]([C:22]3[CH:27]=[CH:26][CH:25]=[CH:24][CH:23]=3)=[N:16][C:15]([C:12]3[CH:11]=[CH:10][C:9]([O:8][Si:1]([C:4]([CH3:7])([CH3:5])[CH3:6])([CH3:3])[CH3:2])=[CH:14][CH:13]=3)=[CH:20][N:19]=2)=[O:44])=[CH:40][CH:41]=1)([C:31]([CH3:34])([CH3:33])[CH3:32])([CH3:30])[CH3:29], predict the reactants needed to synthesize it. The reactants are: [Si:1]([O:8][C:9]1[CH:14]=[CH:13][C:12]([C:15]2[N:16]=[C:17]([C:22]3[CH:27]=[CH:26][CH:25]=[CH:24][CH:23]=3)[C:18]([NH2:21])=[N:19][CH:20]=2)=[CH:11][CH:10]=1)([C:4]([CH3:7])([CH3:6])[CH3:5])([CH3:3])[CH3:2].[Si:28]([O:35][C:36]1[CH:41]=[CH:40][C:39]([CH2:42][C:43](Cl)=[O:44])=[CH:38][CH:37]=1)([C:31]([CH3:34])([CH3:33])[CH3:32])([CH3:30])[CH3:29].O. (2) Given the product [CH:18]1([N:13]2[C:12]([C:36]3[CH:35]=[CH:34][C:33]([F:32])=[C:38]([F:39])[CH:37]=3)=[C:11]3[C:15]([CH2:16][CH2:17][NH:8][CH2:9][CH2:10]3)=[N:14]2)[CH2:19][CH2:20][CH2:21][CH2:22][CH2:23]1, predict the reactants needed to synthesize it. The reactants are: C(OC([N:8]1[CH2:17][CH2:16][C:15]2[C:11](=[C:12](OS(C(F)(F)F)(=O)=O)[N:13]([CH:18]3[CH2:23][CH2:22][CH2:21][CH2:20][CH2:19]3)[N:14]=2)[CH2:10][CH2:9]1)=O)(C)(C)C.[F:32][C:33]1[CH:34]=[C:35](B(O)O)[CH:36]=[CH:37][C:38]=1[F:39]. (3) Given the product [CH3:1][N:2]([CH2:4][C@@H:5]1[CH2:8][C@H:7]([N:9]2[C:13]3[N:14]=[CH:15][N:16]=[C:17]([NH2:18])[C:12]=3[C:11]([C:30]3[CH:29]=[C:28]4[C:33]([CH:34]=[CH:35][C:26]([C:20]5[CH:25]=[CH:24][CH:23]=[CH:22][CH:21]=5)=[N:27]4)=[CH:32][CH:31]=3)=[CH:10]2)[CH2:6]1)[CH3:3], predict the reactants needed to synthesize it. The reactants are: [CH3:1][N:2]([CH2:4][CH:5]1[CH2:8][CH:7]([N:9]2[C:13]3[N:14]=[CH:15][N:16]=[C:17]([NH2:18])[C:12]=3[C:11](I)=[CH:10]2)[CH2:6]1)[CH3:3].[C:20]1([C:26]2[CH:35]=[CH:34][C:33]3[C:28](=[CH:29][C:30](B4OC(C)(C)C(C)(C)O4)=[CH:31][CH:32]=3)[N:27]=2)[CH:25]=[CH:24][CH:23]=[CH:22][CH:21]=1.C([O-])([O-])=O.[Na+].[Na+].O. (4) Given the product [OH:1][C:2]1[C:3]([CH:27]=[N:30][OH:31])=[N:4][C:5]([CH2:8][CH2:9][CH2:10][NH:11][C:12]2[C:21]3[C:16](=[CH:17][CH:18]=[CH:19][CH:20]=3)[N:15]=[C:14]3[CH2:22][CH2:23][CH2:24][CH2:25][CH2:26][C:13]=23)=[CH:6][CH:7]=1, predict the reactants needed to synthesize it. The reactants are: [OH:1][C:2]1[C:3]([CH:27]=O)=[N:4][C:5]([CH2:8][CH2:9][CH2:10][NH:11][C:12]2[C:21]3[C:16](=[CH:17][CH:18]=[CH:19][CH:20]=3)[N:15]=[C:14]3[CH2:22][CH2:23][CH2:24][CH2:25][CH2:26][C:13]=23)=[CH:6][CH:7]=1.Cl.[NH2:30][OH:31].CC(O[Na])=O. (5) Given the product [CH3:14][O:13][C:7]1[CH:8]=[C:9]([O:11][CH3:12])[CH:10]=[C:2]2[C:3]=1[C:4](=[O:5])[NH:6][C:27]([C:26]1[CH:25]=[CH:24][C:23]([CH2:22][N:19]3[CH2:18][CH2:17][N:16]([CH3:15])[CH2:21][CH2:20]3)=[CH:30][CH:29]=1)=[N:1]2, predict the reactants needed to synthesize it. The reactants are: [NH2:1][C:2]1[CH:10]=[C:9]([O:11][CH3:12])[CH:8]=[C:7]([O:13][CH3:14])[C:3]=1[C:4]([NH2:6])=[O:5].[CH3:15][N:16]1[CH2:21][CH2:20][N:19]([CH2:22][C:23]2[CH:30]=[CH:29][C:26]([CH:27]=O)=[CH:25][CH:24]=2)[CH2:18][CH2:17]1.OS([O-])=O.[Na+].CC1C=CC(S(O)(=O)=O)=CC=1.C([O-])(O)=O.[Na+]. (6) Given the product [C:23]([O:22][C:20]([CH2:19][O:1][C:2]1[CH:9]=[CH:8][C:5]([CH:6]=[O:7])=[CH:4][CH:3]=1)=[O:21])([CH3:26])([CH3:25])[CH3:24], predict the reactants needed to synthesize it. The reactants are: [OH:1][C:2]1[CH:9]=[CH:8][C:5]([CH:6]=[O:7])=[CH:4][CH:3]=1.C([O-])([O-])=O.[K+].[K+].[Na+].[I-].Br[CH2:19][C:20]([O:22][C:23]([CH3:26])([CH3:25])[CH3:24])=[O:21]. (7) Given the product [N+:17]([C:18]1[CH:27]=[C:26]2[C:22]([CH2:23][CH2:24][CH2:25]2)=[CH:21][C:19]=1[NH:20][C:29](=[O:30])[CH3:31])([O-:28])=[O:1], predict the reactants needed to synthesize it. The reactants are: [OH:1]O.COC1CCN(CCCNC2N=[N+:17]([O-:28])[C:18]3[CH:27]=[C:26]4[C:22]([CH2:23][CH2:24][CH2:25]4)=[CH:21][C:19]=3[N:20]=2)CC1.[C:29](O)([C:31](F)(F)F)=[O:30]. (8) Given the product [Cl:1][C:2]1[CH:3]=[CH:4][C:5]([CH2:6][NH:7][C:8]([C:10]2[C:11](=[O:23])[C:12]3[S:19][C:18]([CH2:20][N:27]([CH2:28][CH2:29][OH:30])[CH3:26])=[C:17]([CH3:22])[C:13]=3[N:14]([CH3:16])[CH:15]=2)=[O:9])=[CH:24][CH:25]=1, predict the reactants needed to synthesize it. The reactants are: [Cl:1][C:2]1[CH:25]=[CH:24][C:5]([CH2:6][NH:7][C:8]([C:10]2[C:11](=[O:23])[C:12]3[S:19][C:18]([CH2:20]Cl)=[C:17]([CH3:22])[C:13]=3[N:14]([CH3:16])[CH:15]=2)=[O:9])=[CH:4][CH:3]=1.[CH3:26][NH:27][CH2:28][CH2:29][OH:30].C(N(C(C)C)CC)(C)C.